From a dataset of Forward reaction prediction with 1.9M reactions from USPTO patents (1976-2016). Predict the product of the given reaction. (1) The product is: [NH2:3][C:38]([CH:33]1[CH2:32][N:31]([C:29]([O:28][C:24]([CH3:27])([CH3:26])[CH3:25])=[O:30])[CH:36]([CH3:37])[CH2:35][CH2:34]1)=[O:40]. Given the reactants CC[N:3](C(C)C)C(C)C.C1C=CC2N(O)N=NC=2C=1.C(Cl)CCl.[C:24]([O:28][C:29]([N:31]1[C@H:36]([CH3:37])[CH2:35][CH2:34][C@@H:33]([C:38]([OH:40])=O)[CH2:32]1)=[O:30])([CH3:27])([CH3:26])[CH3:25].[Cl-].[NH4+], predict the reaction product. (2) Given the reactants [F:1][C@@H:2]1[CH2:6][N:5]([C:7](=[O:10])[CH2:8][OH:9])[C@H:4]([C:11]([NH2:13])=[O:12])[CH2:3]1.N1C=CN=C1.[Si:19](Cl)([C:22]([CH3:25])([CH3:24])[CH3:23])([CH3:21])[CH3:20], predict the reaction product. The product is: [F:1][C@@H:2]1[CH2:6][N:5]([C:7](=[O:10])[CH2:8][O:9][Si:19]([C:22]([CH3:25])([CH3:24])[CH3:23])([CH3:21])[CH3:20])[C@H:4]([C:11]([NH2:13])=[O:12])[CH2:3]1. (3) Given the reactants [F:1][C:2]1[C:7]([N:8]2[C:12]([S:13]([C:16]3[CH:21]=[CH:20][CH:19]=[C:18]([O:22][CH3:23])[CH:17]=3)(=[O:15])=[O:14])=[CH:11][C:10]([CH2:24][N:25](C)[C:26](=O)OC(C)(C)C)=[N:9]2)=[CH:6][CH:5]=[CH:4][N:3]=1.C(OCC)(=O)C.C(OCC)(=O)C.[ClH:46], predict the reaction product. The product is: [ClH:46].[F:1][C:2]1[C:7]([N:8]2[C:12]([S:13]([C:16]3[CH:21]=[CH:20][CH:19]=[C:18]([O:22][CH3:23])[CH:17]=3)(=[O:14])=[O:15])=[CH:11][C:10]([CH2:24][NH:25][CH3:26])=[N:9]2)=[CH:6][CH:5]=[CH:4][N:3]=1.